From a dataset of Reaction yield outcomes from USPTO patents with 853,638 reactions. Predict the reaction yield, written as a fraction of the theoretical maximum amount of product (1.0 means a 100% yield; for example, 0.34 means a 34% yield). The reactants are Cl[CH2:2][C:3]1[N:7]([CH2:8][CH2:9][C:10]2[CH:15]=[CH:14][CH:13]=[CH:12][CH:11]=2)[C:6]2[CH:16]=[CH:17][CH:18]=[CH:19][C:5]=2[N:4]=1.[CH3:20][Si:21]([CH3:26])([CH3:25])[C:22]#[C:23][CH3:24]. No catalyst specified. The product is [CH2:8]([N:7]1[C:6]2[CH:16]=[CH:17][CH:18]=[CH:19][C:5]=2[N:4]=[C:3]1[CH2:2][CH2:24][C:23]#[C:22][Si:21]([CH3:26])([CH3:25])[CH3:20])[CH2:9][C:10]1[CH:15]=[CH:14][CH:13]=[CH:12][CH:11]=1. The yield is 1.00.